From a dataset of CYP2C9 inhibition data for predicting drug metabolism from PubChem BioAssay. Regression/Classification. Given a drug SMILES string, predict its absorption, distribution, metabolism, or excretion properties. Task type varies by dataset: regression for continuous measurements (e.g., permeability, clearance, half-life) or binary classification for categorical outcomes (e.g., BBB penetration, CYP inhibition). Dataset: cyp2c9_veith. (1) The compound is COc1cc2c3cc1Oc1c(O)c(OC)cc4c1[C@@H](Cc1ccc(cc1)Oc1cc(ccc1O)C[C@H]3N(C)CC2)N(C)CC4. The result is 0 (non-inhibitor). (2) The molecule is CCNc1ncc2nc(-c3cccs3)c(=O)n(CCc3ccccc3)c2n1. The result is 0 (non-inhibitor). (3) The drug is CCN1C[C@]2(C)CC[C@H](OC)[C@@]34[C@@H]2[C@H](OC(C)=O)[C@]2(OCO[C@@]25C[C@@H](OC)[C@@H]2C[C@@]3(O)[C@H]5[C@@H]2OC)[C@H]14. The result is 0 (non-inhibitor). (4) The molecule is Cc1cc(NC(=O)c2ccccc2Cl)no1. The result is 0 (non-inhibitor). (5) The result is 1 (inhibitor). The drug is Cc1cc2nc(-c3ccc(SCc4ccc(C#N)cc4)nc3)[nH]c2cc1C. (6) The molecule is O=C(O)COC(=O)Cc1ccccc1Nc1c(Cl)cccc1Cl. The result is 1 (inhibitor). (7) The drug is CCCC[C@H](CC)CN1CN(C[C@@H](CC)CCCC)CC(C)(N)C1. The result is 0 (non-inhibitor). (8) The drug is CN(C)c1nc(NCc2ccccc2)nc(N/N=C/c2ccc(Cl)cc2Cl)n1. The result is 0 (non-inhibitor).